Dataset: CYP2D6 inhibition data for predicting drug metabolism from PubChem BioAssay. Task: Regression/Classification. Given a drug SMILES string, predict its absorption, distribution, metabolism, or excretion properties. Task type varies by dataset: regression for continuous measurements (e.g., permeability, clearance, half-life) or binary classification for categorical outcomes (e.g., BBB penetration, CYP inhibition). Dataset: cyp2d6_veith. (1) The drug is C=CCNC(=S)NNC(=O)c1ccc2c(c1)OCO2. The result is 1 (inhibitor). (2) The compound is CCn1c(C)[n+](CCCS(=O)(=O)[O-])c2cc(Cl)c(Cl)cc21. The result is 0 (non-inhibitor). (3) The drug is CCN(CC)CCN1C(=O)C(=O)/C(=C(/O)c2cccc(OC)c2)C1c1ccccn1. The result is 0 (non-inhibitor). (4) The molecule is Cc1cc(C)n(C(=O)CCCCCCCCC(=O)n2nc(C)cc2C)n1. The result is 0 (non-inhibitor). (5) The compound is FC(F)(F)c1cc(C(F)(F)F)c2ccc(N/N=C/c3cccc(Cl)c3)nc2n1. The result is 0 (non-inhibitor).